This data is from Forward reaction prediction with 1.9M reactions from USPTO patents (1976-2016). The task is: Predict the product of the given reaction. (1) The product is: [F:1][C:2]1[CH:7]=[C:6]([CH2:8][O:9][CH3:10])[CH:5]=[C:4]([F:11])[C:3]=1[C:12]1[N:17]=[C:16]([C:18]([OH:20])=[O:19])[CH:15]=[CH:14][C:13]=1[F:22]. Given the reactants [F:1][C:2]1[CH:7]=[C:6]([CH2:8][O:9][CH3:10])[CH:5]=[C:4]([F:11])[C:3]=1[C:12]1[N:17]=[C:16]([C:18]([O:20]C)=[O:19])[CH:15]=[CH:14][C:13]=1[F:22].C1COCC1.[OH-].[Na+], predict the reaction product. (2) The product is: [C:11]([C:10]1[C:3]2[C:2]([N:21]3[CH2:26][CH2:25][CH:24]([NH:27][C:28](=[O:35])[C:29]4[CH:34]=[CH:33][CH:32]=[CH:31][CH:30]=4)[CH2:23][CH2:22]3)=[N:7][CH:6]=[N:5][C:4]=2[N:8]([CH2:13][O:14][CH2:15][CH2:16][Si:17]([CH3:20])([CH3:19])[CH3:18])[CH:9]=1)#[N:12]. Given the reactants Cl[C:2]1[C:3]2[C:10]([C:11]#[N:12])=[CH:9][N:8]([CH2:13][O:14][CH2:15][CH2:16][Si:17]([CH3:20])([CH3:19])[CH3:18])[C:4]=2[N:5]=[CH:6][N:7]=1.[NH:21]1[CH2:26][CH2:25][CH:24]([NH:27][C:28](=[O:35])[C:29]2[CH:34]=[CH:33][CH:32]=[CH:31][CH:30]=2)[CH2:23][CH2:22]1.C(N(CC)C(C)C)(C)C, predict the reaction product.